From a dataset of Forward reaction prediction with 1.9M reactions from USPTO patents (1976-2016). Predict the product of the given reaction. The product is: [CH:9]1([NH:8][CH2:14][C:15]([F:23])([CH2:21][CH3:22])[C:16]([O:18][CH2:19][CH3:20])=[O:17])[CH2:10][CH2:11][CH2:12][CH2:13]1. Given the reactants C([N:8]([CH2:14][C:15]([F:23])([CH2:21][CH3:22])[C:16]([O:18][CH2:19][CH3:20])=[O:17])[CH:9]1[CH2:13][CH2:12][CH2:11][CH2:10]1)C1C=CC=CC=1.C(O)(C(F)(F)F)=O, predict the reaction product.